Dataset: Catalyst prediction with 721,799 reactions and 888 catalyst types from USPTO. Task: Predict which catalyst facilitates the given reaction. (1) Product: [Cl:11][C:7]1[CH:6]=[C:5]([C:3](=[O:4])[CH2:2][S:12][C:13]#[N:14])[CH:10]=[CH:9][CH:8]=1. The catalyst class is: 8. Reactant: Br[CH2:2][C:3]([C:5]1[CH:10]=[CH:9][CH:8]=[C:7]([Cl:11])[CH:6]=1)=[O:4].[S-:12][C:13]#[N:14].[K+].O. (2) Reactant: [Br:1][C:2]1[CH:14]=[CH:13][C:12]2[C:11]3[C:6](=[CH:7][CH:8]=[CH:9][CH:10]=3)[NH:5][C:4]=2[CH:3]=1.Br[C:16]1[CH:21]=[CH:20][CH:19]=[CH:18][N:17]=1.C(=O)([O-])[O-].[K+].[K+].N1CCC[C@H]1C(O)=O. Product: [Br:1][C:2]1[CH:14]=[CH:13][C:12]2[C:11]3[C:6](=[CH:7][CH:8]=[CH:9][CH:10]=3)[N:5]([C:16]3[CH:21]=[CH:20][CH:19]=[CH:18][N:17]=3)[C:4]=2[CH:3]=1. The catalyst class is: 205. (3) Reactant: [CH2:1]([O:8][C:9]1[CH:10]=[C:11]2[C:16](=[CH:17][C:18]=1[O:19][CH3:20])[CH:15](/[CH:21]=[CH:22]/[C:23]1[CH:28]=[C:27]([O:29][CH2:30][C:31]3[CH:36]=[CH:35][CH:34]=[CH:33][CH:32]=3)[C:26]([O:37][CH3:38])=[CH:25][C:24]=1[CH3:39])[NH:14][CH2:13][CH2:12]2)[C:2]1[CH:7]=[CH:6][CH:5]=[CH:4][CH:3]=1.[CH2:40]=O.CO.[BH4-].[Na+]. Product: [CH2:1]([O:8][C:9]1[CH:10]=[C:11]2[C:16](=[CH:17][C:18]=1[O:19][CH3:20])[CH:15](/[CH:21]=[CH:22]/[C:23]1[CH:28]=[C:27]([O:29][CH2:30][C:31]3[CH:32]=[CH:33][CH:34]=[CH:35][CH:36]=3)[C:26]([O:37][CH3:38])=[CH:25][C:24]=1[CH3:39])[N:14]([CH3:40])[CH2:13][CH2:12]2)[C:2]1[CH:7]=[CH:6][CH:5]=[CH:4][CH:3]=1. The catalyst class is: 2. (4) Reactant: [N+:1]([C:4]1[CH:5]=[C:6]([CH:9]=[CH:10][C:11]=1[NH2:12])[C:7]#[N:8])([O-])=O.[BH4-].[Na+].O.[OH-].[Na+]. Product: [NH2:1][C:4]1[CH:5]=[C:6]([CH:9]=[CH:10][C:11]=1[NH2:12])[C:7]#[N:8]. The catalyst class is: 8. (5) Reactant: [Br:1][C:2]1[CH:3]=[CH:4][C:5]([O:10][CH3:11])=[C:6]([CH2:8]O)[CH:7]=1.[Br:12]P(Br)Br. Product: [Br:1][C:2]1[CH:3]=[CH:4][C:5]([O:10][CH3:11])=[C:6]([CH2:8][Br:12])[CH:7]=1. The catalyst class is: 4. (6) Reactant: [CH2:1]([O:3][C:4](=[O:35])[CH2:5][C:6]1[CH:11]=[CH:10][C:9]([O:12][CH3:13])=[C:8]([C:14]2[C:23]([CH2:24][N:25](C(OC(C)(C)C)=O)[CH2:26][CH3:27])=[CH:22][C:21]3[C:16](=[CH:17][CH:18]=[CH:19][CH:20]=3)[N:15]=2)[CH:7]=1)[CH3:2].[ClH:36]. Product: [ClH:36].[ClH:36].[CH2:1]([O:3][C:4](=[O:35])[CH2:5][C:6]1[CH:11]=[CH:10][C:9]([O:12][CH3:13])=[C:8]([C:14]2[C:23]([CH2:24][NH:25][CH2:26][CH3:27])=[CH:22][C:21]3[C:16](=[CH:17][CH:18]=[CH:19][CH:20]=3)[N:15]=2)[CH:7]=1)[CH3:2]. The catalyst class is: 2. (7) Reactant: C([O:8][C:9]1[CH:27]=[CH:26][C:25]2=[CH:28][C:10]=1[CH2:11][C@H:12]([NH:52]C(OCC1C=CC=CC=1)=O)[C:13](=[O:51])[NH:14][C@@H:15]([CH2:37][CH2:38][CH2:39][NH:40]C(OCC1C=CC=CC=1)=O)[C:16](=[O:36])[N:17]([CH3:35])[C@H:18]([C:31]([O:33][CH3:34])=[O:32])[CH2:19][C:20]1[CH:29]=[C:24]2[CH:23]=[CH:22][C:21]=1[F:30])C1C=CC=CC=1. Product: [NH2:52][C@H:12]1[CH2:11][C:10]2[CH:28]=[C:25]([CH:26]=[CH:27][C:9]=2[OH:8])[C:24]2=[CH:29][C:20](=[C:21]([F:30])[CH:22]=[CH:23]2)[CH2:19][C@@H:18]([C:31]([O:33][CH3:34])=[O:32])[N:17]([CH3:35])[C:16](=[O:36])[C@H:15]([CH2:37][CH2:38][CH2:39][NH2:40])[NH:14][C:13]1=[O:51]. The catalyst class is: 29.